Task: Predict the reactants needed to synthesize the given product.. Dataset: Full USPTO retrosynthesis dataset with 1.9M reactions from patents (1976-2016) Given the product [CH2:1]([O:8][C:9]([N:11]1[CH2:16][CH2:15][CH2:14][CH2:13][CH2:12]1)=[O:10])[C:2]1[CH:3]=[CH:4][CH:5]=[CH:6][CH:7]=1, predict the reactants needed to synthesize it. The reactants are: [CH2:1]([O:8][C:9]([N:11]1[CH2:16][CH2:15][C@:14](CC2C=CC=CC=2)(O)[C@@H:13](O)[CH2:12]1)=[O:10])[C:2]1[CH:7]=[CH:6][CH:5]=[CH:4][CH:3]=1.C([O-])(O)=O.[Na+].